From a dataset of Forward reaction prediction with 1.9M reactions from USPTO patents (1976-2016). Predict the product of the given reaction. Given the reactants [NH2:1][C:2]1[N:7]=[CH:6][C:5]([C:8]#[N:9])=[CH:4][N:3]=1.Cl.[NH2:11][OH:12].C(=O)([O-])[O-].[K+].[K+], predict the reaction product. The product is: [NH2:1][C:2]1[N:7]=[CH:6][C:5]([C:8]([NH:11][OH:12])=[NH:9])=[CH:4][N:3]=1.